From a dataset of Full USPTO retrosynthesis dataset with 1.9M reactions from patents (1976-2016). Predict the reactants needed to synthesize the given product. Given the product [CH:12]1[C:13]([OH:14])=[CH:15][C:17]2[C:3]([CH2:4][CH2:5][NH2:6])=[CH:2][NH:1][C:19]=2[CH:21]=1.[NH2:6][CH2:5][CH2:4][C:3]1[CH:25]=[CH:24][C:28]([OH:29])=[C:8]([OH:10])[CH:2]=1, predict the reactants needed to synthesize it. The reactants are: [NH2:1][C@H:2]([C:8]([OH:10])=O)[CH2:3][CH2:4][C:5](=O)[NH2:6].O=[CH:12][C@@H:13]([C@H:15]([C@H:17]([C@@H:19]([CH2:21]O)O)O)O)[OH:14].N[C@H:24]([C:28](O)=[O:29])[CH:25](C)C.N[C@H](C(O)=O)CC(C)C.N[C@H](C(O)=O)[C@H](CC)C.